This data is from Full USPTO retrosynthesis dataset with 1.9M reactions from patents (1976-2016). The task is: Predict the reactants needed to synthesize the given product. (1) Given the product [CH3:13][O:12][C:11]1[CH:10]=[C:9]2[C:4]([CH:5]=[N:6][CH:7]=[N:8]2)=[CH:3][C:2]=1[B:22]1[O:26][C:25]([CH3:28])([CH3:27])[C:24]([CH3:30])([CH3:29])[O:23]1, predict the reactants needed to synthesize it. The reactants are: Br[C:2]1[CH:3]=[C:4]2[C:9](=[CH:10][C:11]=1[O:12][CH3:13])[N:8]=[CH:7][N:6]=[CH:5]2.C(Cl)Cl.CC([O-])=O.[K+].[B:22]1([B:22]2[O:26][C:25]([CH3:28])([CH3:27])[C:24]([CH3:30])([CH3:29])[O:23]2)[O:26][C:25]([CH3:28])([CH3:27])[C:24]([CH3:30])([CH3:29])[O:23]1. (2) Given the product [O:15]1[CH:19]=[CH:18][CH:17]=[C:16]1[CH2:20][NH:6][C:5]1[CH:7]=[CH:8][C:9]([C:10]2[O:14][CH:13]=[N:12][CH:11]=2)=[C:3]([O:2][CH3:1])[CH:4]=1, predict the reactants needed to synthesize it. The reactants are: [CH3:1][O:2][C:3]1[CH:4]=[C:5]([CH:7]=[CH:8][C:9]=1[C:10]1[O:14][CH:13]=[N:12][CH:11]=1)[NH2:6].[O:15]1[CH:19]=[CH:18][CH:17]=[C:16]1[CH:20]=O. (3) Given the product [CH2:4]([OH:12])[CH2:3][O:20][C:19]([CH2:18][CH:17]([OH:15])[C:16]([OH:23])=[O:22])=[O:21], predict the reactants needed to synthesize it. The reactants are: CN[C@H:3]1CC2C(=CC=CC=2)[C@H:4]1[OH:12].N([OH:15])N.[C:16]([OH:23])(=[O:22])/[CH:17]=[CH:18]\[C:19]([OH:21])=[O:20]. (4) Given the product [CH2:1]([C:8]1[N:9]=[C:10]2[C:15]([C:16]([F:19])([F:18])[F:17])=[CH:14][CH:13]=[CH:12][N:11]2[C:20]=1[C:21]1[CH:26]=[CH:25][CH:24]=[C:23]([O:27][C:33]2[CH:34]=[CH:29][CH:30]=[C:31]([S:35]([CH:38]([CH3:40])[CH3:39])(=[O:36])=[O:37])[CH:32]=2)[CH:22]=1)[C:2]1[CH:7]=[CH:6][CH:5]=[CH:4][CH:3]=1, predict the reactants needed to synthesize it. The reactants are: [CH2:1]([C:8]1[N:9]=[C:10]2[C:15]([C:16]([F:19])([F:18])[F:17])=[CH:14][CH:13]=[CH:12][N:11]2[C:20]=1[C:21]1[CH:22]=[C:23]([OH:27])[CH:24]=[CH:25][CH:26]=1)[C:2]1[CH:7]=[CH:6][CH:5]=[CH:4][CH:3]=1.Br[C:29]1[CH:34]=[CH:33][CH:32]=[C:31]([S:35]([CH:38]([CH3:40])[CH3:39])(=[O:37])=[O:36])[CH:30]=1.C(=O)([O-])[O-].[Cs+].[Cs+].Cl.CN(C)CC(O)=O. (5) Given the product [CH3:1][O:2][C:3](=[O:12])[CH2:4][C:5]1[CH:10]=[CH:9][C:8]([O:14][CH2:25][CH2:24][CH2:23][C:22]([O:21][CH2:19][CH3:20])=[O:27])=[CH:7][CH:6]=1, predict the reactants needed to synthesize it. The reactants are: [CH3:1][O:2][C:3](=[O:12])[CH:4](O)[C:5]1[CH:10]=[CH:9][CH:8]=[CH:7][CH:6]=1.C(=O)([O-])[O-:14].[K+].[K+].[CH2:19]([O:21][C:22](=[O:27])[CH2:23][CH2:24][CH2:25]Br)[CH3:20]. (6) Given the product [Cl:1][C:2]1[CH:3]=[C:4]([NH:9][C:10]2[C:19]3[C:14](=[CH:15][C:16]([O:39][CH2:40][CH:41]4[CH2:43][CH2:42]4)=[C:17]([NH:20][C:21](=[O:38])[CH:22]=[CH:23][CH2:24][N:25]4[CH2:32][C:33](=[O:35])[O:31][C@@H:27]([CH2:28][O:29][CH3:30])[CH2:26]4)[CH:18]=3)[N:13]=[CH:12][N:11]=2)[CH:5]=[CH:6][C:7]=1[F:8], predict the reactants needed to synthesize it. The reactants are: [Cl:1][C:2]1[CH:3]=[C:4]([NH:9][C:10]2[C:19]3[C:14](=[CH:15][C:16]([O:39][CH2:40][CH:41]4[CH2:43][CH2:42]4)=[C:17]([NH:20][C:21](=[O:38])[CH:22]=[CH:23][CH2:24][N:25]([CH2:32][C:33]([O:35]CC)=O)[CH2:26][C@@H:27]([OH:31])[CH2:28][O:29][CH3:30])[CH:18]=3)[N:13]=[CH:12][N:11]=2)[CH:5]=[CH:6][C:7]=1[F:8].CS(O)(=O)=O.C(OCC)(=O)C.C(=O)([O-])O.[Na+]. (7) Given the product [O:1]1[C:5]2[CH:6]=[CH:7][C:8]([CH2:10][C:11]([NH:20][C:18]3[S:19][C:15]([CH3:14])=[C:16]([C:21]4[CH:22]=[C:23]5[C:27](=[CH:28][CH:29]=4)[N:26]([S:30]([C:33]4[CH:38]=[CH:37][CH:36]=[CH:35][C:34]=4[N+:39]([O-:41])=[O:40])(=[O:31])=[O:32])[CH2:25][CH2:24]5)[N:17]=3)=[O:13])=[CH:9][C:4]=2[O:3][CH2:2]1, predict the reactants needed to synthesize it. The reactants are: [O:1]1[C:5]2[CH:6]=[CH:7][C:8]([CH2:10][C:11]([OH:13])=O)=[CH:9][C:4]=2[O:3][CH2:2]1.[CH3:14][C:15]1[S:19][C:18]([NH2:20])=[N:17][C:16]=1[C:21]1[CH:22]=[C:23]2[C:27](=[CH:28][CH:29]=1)[N:26]([S:30]([C:33]1[CH:38]=[CH:37][CH:36]=[CH:35][C:34]=1[N+:39]([O-:41])=[O:40])(=[O:32])=[O:31])[CH2:25][CH2:24]2.C(N(CC)CC)C.CCCP(=O)=O. (8) The reactants are: [C:1]([O:5][CH:6]([O:8][CH2:9][CH3:10])[CH3:7])(=[O:4])[CH:2]=[CH2:3].[C:11]([O:16][CH2:17][C:18]1[CH:23]=[CH:22][CH:21]=[CH:20][CH:19]=1)(=[O:15])[C:12]([CH3:14])=[CH2:13].[C:24]([O:29][CH2:30][CH2:31][OH:32])(=[O:28])[C:25]([CH3:27])=[CH2:26].N(C(C)(CC)C([O-])=O)=NC(C)(CC)C([O-])=O. Given the product [C:6]([O:8][CH:9]([CH3:10])[CH2:11][O:16][CH3:17])(=[O:5])[CH3:7].[C:1]([O:5][CH:6]([O:8][CH2:9][CH3:10])[CH3:7])(=[O:4])[CH:2]=[CH2:3].[C:11]([O:16][CH2:17][C:18]1[CH:19]=[CH:20][CH:21]=[CH:22][CH:23]=1)(=[O:15])[C:12]([CH3:14])=[CH2:13].[C:24]([O:29][CH2:30][CH2:31][OH:32])(=[O:28])[C:25]([CH3:27])=[CH2:26], predict the reactants needed to synthesize it. (9) Given the product [CH2:1]1[CH:9]2[N:4]([CH2:5][CH:6]=[C:7]([C:10]3[C:18]4[C:13](=[CH:14][CH:15]=[N:16][CH:17]=4)[N:12]([S:29]([C:20]4[CH:21]=[CH:22][C:23]5[C:28](=[CH:27][CH:26]=[CH:25][CH:24]=5)[CH:19]=4)(=[O:31])=[O:30])[CH:11]=3)[CH2:8]2)[CH2:3][CH2:2]1, predict the reactants needed to synthesize it. The reactants are: [CH2:1]1[CH:9]2[N:4]([CH2:5][CH:6]=[C:7]([C:10]3[C:18]4[C:13](=[CH:14][CH:15]=[N:16][CH:17]=4)[NH:12][CH:11]=3)[CH2:8]2)[CH2:3][CH2:2]1.[CH:19]1[C:28]2[C:23](=[CH:24][CH:25]=[CH:26][CH:27]=2)[CH:22]=[CH:21][C:20]=1[S:29](Cl)(=[O:31])=[O:30].C[Si]([N-][Si](C)(C)C)(C)C.[Na+].